This data is from Catalyst prediction with 721,799 reactions and 888 catalyst types from USPTO. The task is: Predict which catalyst facilitates the given reaction. (1) Product: [CH2:5]([NH:6][CH2:7][CH3:8])[CH3:4].[F:44][C:2]([F:1])([F:43])[C:3]1[CH:8]=[CH:7][N:6]=[C:5]([N:9]2[CH2:14][C@@H:13]3[CH2:15][C@H:10]2[CH2:11][N:12]3[C:16]([C@@:18]23[CH2:25][CH2:24][CH2:23][C@@H:22]2[CH2:21][C@H:20]([N:26]2[CH2:27][CH2:28][CH:29]([C:32]4[CH:33]=[C:34]([CH:40]=[CH:41][CH:42]=4)[C:35]([OH:37])=[O:36])[CH2:30][CH2:31]2)[CH2:19]3)=[O:17])[CH:4]=1. The catalyst class is: 5. Reactant: [F:1][C:2]([F:44])([F:43])[C:3]1[CH:8]=[CH:7][N:6]=[C:5]([N:9]2[CH2:14][C@@H:13]3[CH2:15][C@H:10]2[CH2:11][N:12]3[C:16]([C@@:18]23[CH2:25][CH2:24][CH2:23][C@@H:22]2[CH2:21][C@H:20]([N:26]2[CH2:31][CH2:30][CH:29]([C:32]4[CH:33]=[C:34]([CH:40]=[CH:41][CH:42]=4)[C:35]([O:37]CC)=[O:36])[CH2:28][CH2:27]2)[CH2:19]3)=[O:17])[CH:4]=1.C[O-].[Na+].Cl. (2) Reactant: [O:1]1[C:5]2[CH:6]=[CH:7][CH:8]=[CH:9][C:4]=2[CH:3]=[C:2]1[C:10]([N:12]1[CH2:17][CH:16]2[CH:14]([C:15]2([C:19]2[CH:20]=[C:21]([NH:25][S:26]([CH3:29])(=[O:28])=[O:27])[CH:22]=[CH:23][CH:24]=2)[CH3:18])[CH2:13]1)=O.[H-].[Al+3].[Li+].[H-].[H-].[H-].O.C(=O)([O-])O.[Na+]. Product: [O:1]1[C:5]2[CH:6]=[CH:7][CH:8]=[CH:9][C:4]=2[CH:3]=[C:2]1[CH2:10][N:12]1[CH2:17][CH:16]2[CH:14]([C:15]2([C:19]2[CH:20]=[C:21]([NH:25][S:26]([CH3:29])(=[O:27])=[O:28])[CH:22]=[CH:23][CH:24]=2)[CH3:18])[CH2:13]1. The catalyst class is: 54.